This data is from Reaction yield outcomes from USPTO patents with 853,638 reactions. The task is: Predict the reaction yield, written as a fraction of the theoretical maximum amount of product (1.0 means a 100% yield; for example, 0.34 means a 34% yield). (1) The reactants are [NH2:1][C:2]1[CH:7]=[CH:6][C:5]([C:8]2([C:11]([O:13][CH3:14])=[O:12])[CH2:10][CH2:9]2)=[CH:4][C:3]=1Br.[C:16]([Si:18]([CH3:21])([CH3:20])[CH3:19])#[CH:17]. The catalyst is CCN(CC)CC.CN(C1C=CN=CC=1)C.Cl[Pd](Cl)([P](C1C=CC=CC=1)(C1C=CC=CC=1)C1C=CC=CC=1)[P](C1C=CC=CC=1)(C1C=CC=CC=1)C1C=CC=CC=1. The product is [NH2:1][C:2]1[CH:7]=[CH:6][C:5]([C:8]2([C:11]([O:13][CH3:14])=[O:12])[CH2:10][CH2:9]2)=[CH:4][C:3]=1[C:17]#[C:16][Si:18]([CH3:21])([CH3:20])[CH3:19]. The yield is 0.560. (2) The reactants are [NH:1]1[CH:5]=[CH:4][CH:3]=[CH:2]1.C1(C)C=CC=CC=1.[CH2:13]([O:20][C:21]1[C:22]([CH3:30])=[N:23][C:24](Br)=[C:25]([CH3:28])[C:26]=1[CH3:27])[C:14]1[CH:19]=[CH:18][CH:17]=[CH:16][CH:15]=1.CC([O-])(C)C.[Na+]. The catalyst is CCOC(C)=O.O.C1C=CC(/C=C/C(/C=C/C2C=CC=CC=2)=O)=CC=1.C1C=CC(/C=C/C(/C=C/C2C=CC=CC=2)=O)=CC=1.C1C=CC(/C=C/C(/C=C/C2C=CC=CC=2)=O)=CC=1.[Pd].[Pd].C1C=CC(P(C2C(C3C(P(C4C=CC=CC=4)C4C=CC=CC=4)=CC=C4C=3C=CC=C4)=C3C(C=CC=C3)=CC=2)C2C=CC=CC=2)=CC=1. The product is [CH2:13]([O:20][C:21]1[C:22]([CH3:30])=[N:23][C:24]([N:1]2[CH:5]=[CH:4][CH:3]=[CH:2]2)=[C:25]([CH3:28])[C:26]=1[CH3:27])[C:14]1[CH:15]=[CH:16][CH:17]=[CH:18][CH:19]=1. The yield is 0.750. (3) The reactants are [CH2:1]([N:8]1[CH2:13][CH:12]2[CH:14]([NH:15][C:16]3[CH:17]=[C:18]4[C:22](=[CH:23][CH:24]=3)[N:21](C(=O)C(C)(C)C)[N:20]=[CH:19]4)[CH:9]1[CH2:10][CH2:11]2)[C:2]1[CH:7]=[CH:6][CH:5]=[CH:4][CH:3]=1.C(=O)([O-])[O-].[K+].[K+]. The catalyst is CO. The product is [CH2:1]([N:8]1[CH2:13][CH:12]2[CH:14]([NH:15][C:16]3[CH:17]=[C:18]4[C:22](=[CH:23][CH:24]=3)[NH:21][N:20]=[CH:19]4)[CH:9]1[CH2:10][CH2:11]2)[C:2]1[CH:7]=[CH:6][CH:5]=[CH:4][CH:3]=1. The yield is 0.500. (4) The reactants are [S:1]1[CH:5]=[CH:4][C:3]([CH2:6][C:7]([O:9][CH2:10][CH3:11])=[O:8])=[CH:2]1.C1C(=O)N([Br:19])C(=O)C1. The catalyst is C1COCC1. The product is [Br:19][C:2]1[S:1][CH:5]=[CH:4][C:3]=1[CH2:6][C:7]([O:9][CH2:10][CH3:11])=[O:8]. The yield is 0.810.